Task: Predict the reactants needed to synthesize the given product.. Dataset: Full USPTO retrosynthesis dataset with 1.9M reactions from patents (1976-2016) (1) Given the product [F:1][C:2]1[CH:21]=[C:20]([F:22])[CH:19]=[CH:18][C:3]=1[CH2:4][N:5]([CH2:6][C:7]1[NH:8][C:9](=[O:17])[C:10]2[CH2:16][O:15][CH2:14][CH2:13][C:11]=2[N:12]=1)[C:37](=[O:38])[CH2:36][N:33]1[CH2:34][CH2:35][CH:30]([C:28](=[O:29])[C:27]2[CH:26]=[CH:25][C:24]([F:23])=[CH:41][CH:40]=2)[CH2:31][CH2:32]1, predict the reactants needed to synthesize it. The reactants are: [F:1][C:2]1[CH:21]=[C:20]([F:22])[CH:19]=[CH:18][C:3]=1[CH2:4][NH:5][CH2:6][C:7]1[NH:8][C:9](=[O:17])[C:10]2[CH2:16][O:15][CH2:14][CH2:13][C:11]=2[N:12]=1.[F:23][C:24]1[CH:41]=[CH:40][C:27]([C:28]([CH:30]2[CH2:35][CH2:34][N:33]([CH2:36][C:37](O)=[O:38])[CH2:32][CH2:31]2)=[O:29])=[CH:26][CH:25]=1. (2) Given the product [NH2:1][C:2]1[C:3]([NH:9][CH2:10][CH2:11][CH2:12][CH2:13][CH2:14][OH:15])=[C:4]([NH:8][C:25]([NH:24][C:18]2[CH:19]=[CH:20][C:21]([Cl:23])=[CH:22][C:17]=2[Cl:16])=[S:26])[CH:5]=[CH:6][CH:7]=1, predict the reactants needed to synthesize it. The reactants are: [NH2:1][C:2]1[CH:7]=[CH:6][CH:5]=[C:4]([NH2:8])[C:3]=1[NH:9][CH2:10][CH2:11][CH2:12][CH2:13][CH2:14][OH:15].[Cl:16][C:17]1[CH:22]=[C:21]([Cl:23])[CH:20]=[CH:19][C:18]=1[N:24]=[C:25]=[S:26]. (3) Given the product [Br:1][C:2]1[C:3]([CH3:18])=[C:4]([C:5]([N+:8]([O-:10])=[O:9])=[CH:6][CH:7]=1)[NH2:11], predict the reactants needed to synthesize it. The reactants are: [Br:1][C:2]1[C:3]([CH3:18])=[C:4]([NH:11]C(=O)C(F)(F)F)[C:5]([N+:8]([O-:10])=[O:9])=[CH:6][CH:7]=1.C(=O)([O-])[O-].[K+].[K+].O.